From a dataset of Reaction yield outcomes from USPTO patents with 853,638 reactions. Predict the reaction yield, written as a fraction of the theoretical maximum amount of product (1.0 means a 100% yield; for example, 0.34 means a 34% yield). The reactants are [Cl:1][C:2]1[CH:7]=[CH:6][C:5]([CH2:8][C:9](N)=[O:10])=[CH:4][C:3]=1[N+:12]([O-:14])=[O:13].[CH3:15][OH:16]. No catalyst specified. The product is [CH3:15][O:16][C:9](=[O:10])[CH2:8][C:5]1[CH:6]=[CH:7][C:2]([Cl:1])=[C:3]([N+:12]([O-:14])=[O:13])[CH:4]=1. The yield is 0.890.